From a dataset of Aqueous solubility values for 9,982 compounds from the AqSolDB database. Regression/Classification. Given a drug SMILES string, predict its absorption, distribution, metabolism, or excretion properties. Task type varies by dataset: regression for continuous measurements (e.g., permeability, clearance, half-life) or binary classification for categorical outcomes (e.g., BBB penetration, CYP inhibition). For this dataset (solubility_aqsoldb), we predict Y. The drug is CCCCNC(=O)NS(=O)(=O)c1ccccc1. The Y is -3.05 log mol/L.